Dataset: Catalyst prediction with 721,799 reactions and 888 catalyst types from USPTO. Task: Predict which catalyst facilitates the given reaction. (1) Reactant: [O:1]1[C:6]2[CH:7]=[CH:8][CH:9]=[CH:10][C:5]=2[O:4][CH2:3][C@@H:2]1[C:11]1[CH:24]=[CH:23][C:14]([CH2:15][N:16]2[CH2:21][CH2:20][CH:19]([NH2:22])[CH2:18][CH2:17]2)=[CH:13][CH:12]=1.[Cl:25][CH2:26][CH2:27][CH2:28][S:29](Cl)(=[O:31])=[O:30].N1C=CC=CC=1. Product: [O:1]1[C:6]2[CH:7]=[CH:8][CH:9]=[CH:10][C:5]=2[O:4][CH2:3][C@@H:2]1[C:11]1[CH:12]=[CH:13][C:14]([CH2:15][N:16]2[CH2:17][CH2:18][CH:19]([NH:22][S:29]([CH2:28][CH2:27][CH2:26][Cl:25])(=[O:31])=[O:30])[CH2:20][CH2:21]2)=[CH:23][CH:24]=1. The catalyst class is: 554. (2) Reactant: C(OC([NH:8][C:9]1[CH:14]=[C:13]([CH2:15][S:16][C:17]2[C:22]([C:23]3[O:27][C:26]([NH:28][C:29]4[CH:34]=[CH:33][CH:32]=[CH:31][CH:30]=4)=[N:25][N:24]=3)=[CH:21][CH:20]=[CH:19][N:18]=2)[CH:12]=[CH:11][N:10]=1)=O)(C)(C)C.[ClH:35]. Product: [ClH:35].[NH2:8][C:9]1[CH:14]=[C:13]([CH2:15][S:16][C:17]2[C:22]([C:23]3[O:27][C:26]([NH:28][C:29]4[CH:34]=[CH:33][CH:32]=[CH:31][CH:30]=4)=[N:25][N:24]=3)=[CH:21][CH:20]=[CH:19][N:18]=2)[CH:12]=[CH:11][N:10]=1. The catalyst class is: 12. (3) Reactant: [CH3:1][O:2][C:3]1[CH:25]=[CH:24][C:6]([CH2:7][N:8]2[CH:16]=[N:15][C:14]3[C:9]2=[N:10][CH:11]=[N:12][C:13]=3[C:17]2[C:18](F)=[N:19][CH:20]=[CH:21][CH:22]=2)=[CH:5][CH:4]=1.[NH2:26][C:27]1[C:28]([CH3:46])=[CH:29][CH:30]=[C:31]2[C:36]=1[N:35]=[CH:34][N:33]=[C:32]2[NH:37][C:38]1[CH:45]=[CH:44][C:41]([C:42]#[N:43])=[CH:40][CH:39]=1.C[Si]([N-][Si](C)(C)C)(C)C.[Li+].CC(O)=O. Product: [CH3:1][O:2][C:3]1[CH:25]=[CH:24][C:6]([CH2:7][N:8]2[CH:16]=[N:15][C:14]3[C:9]2=[N:10][CH:11]=[N:12][C:13]=3[C:17]2[C:18]([NH:26][C:27]3[C:28]([CH3:46])=[CH:29][CH:30]=[C:31]4[C:36]=3[N:35]=[CH:34][N:33]=[C:32]4[NH:37][C:38]3[CH:45]=[CH:44][C:41]([C:42]#[N:43])=[CH:40][CH:39]=3)=[N:19][CH:20]=[CH:21][CH:22]=2)=[CH:5][CH:4]=1. The catalyst class is: 36. (4) Reactant: [O:1]=[C:2]1[C:11]([C:12]([O:14][CH2:15][CH3:16])=[O:13])=[N:10][C:9]2[C:4](=[CH:5][CH:6]=[CH:7][CH:8]=2)[NH:3]1.[H-].[Na+].I[CH3:20].O. Product: [CH3:20][N:3]1[C:4]2[C:9](=[CH:8][CH:7]=[CH:6][CH:5]=2)[N:10]=[C:11]([C:12]([O:14][CH2:15][CH3:16])=[O:13])[C:2]1=[O:1]. The catalyst class is: 9. (5) Reactant: [F:1][C:2]1[CH:7]=[CH:6][CH:5]=[CH:4][C:3]=1[F:8].[Li]CCCC.[CH:14]([Si:17]([CH:34]([CH3:36])[CH3:35])([CH:31]([CH3:33])[CH3:32])[O:18][C@@H:19]1[C:25]2=[N:26][CH:27]=[CH:28][CH:29]=[C:24]2[CH2:23][C:22](=[O:30])[CH2:21][CH2:20]1)([CH3:16])[CH3:15]. Product: [F:1][C:2]1[C:3]([F:8])=[CH:4][CH:5]=[CH:6][C:7]=1[C@:22]1([OH:30])[CH2:21][CH2:20][C@H:19]([O:18][Si:17]([CH:31]([CH3:33])[CH3:32])([CH:34]([CH3:36])[CH3:35])[CH:14]([CH3:15])[CH3:16])[C:25]2=[N:26][CH:27]=[CH:28][CH:29]=[C:24]2[CH2:23]1. The catalyst class is: 7. (6) Reactant: [N:1]1([CH2:6][C:7]2[CH:8]=[C:9]([CH:15]=[C:16]([CH2:18][N:19]3[CH:23]=[CH:22][CH:21]=[N:20]3)[CH:17]=2)[C:10]([O:12]CC)=[O:11])[CH:5]=[CH:4][CH:3]=[N:2]1.[OH-].[Na+].CO. Product: [N:1]1([CH2:6][C:7]2[CH:8]=[C:9]([CH:15]=[C:16]([CH2:18][N:19]3[CH:23]=[CH:22][CH:21]=[N:20]3)[CH:17]=2)[C:10]([OH:12])=[O:11])[CH:5]=[CH:4][CH:3]=[N:2]1. The catalyst class is: 1. (7) Reactant: [NH:1]1[C:5]2[CH:6]=[CH:7][CH:8]=[CH:9][C:4]=2[N:3]=[C:2]1[CH:10]([O:23][CH:24]1[CH2:29][CH2:28][N:27]([CH3:30])[CH2:26][CH2:25]1)[C:11]1[CH:12]=[C:13]([C:17]#[C:18][CH2:19][CH2:20][CH2:21][NH2:22])[CH:14]=[CH:15][CH:16]=1.O.[OH-].[K+]. Product: [NH:1]1[C:5]2[CH:6]=[CH:7][CH:8]=[CH:9][C:4]=2[N:3]=[C:2]1[CH:10]([O:23][CH:24]1[CH2:29][CH2:28][N:27]([CH3:30])[CH2:26][CH2:25]1)[C:11]1[CH:12]=[C:13]([CH:17]=[CH:18][CH2:19][CH2:20][CH2:21][NH2:22])[CH:14]=[CH:15][CH:16]=1. The catalyst class is: 613. (8) Reactant: [Br:1][C:2]1[CH:7]=[CH:6][C:5]([CH2:8][C:9]([OH:11])=O)=[C:4]([F:12])[CH:3]=1.[F:13][C:14]([F:25])([F:24])[C:15]([C:18]1[O:22][N:21]=[C:20]([NH2:23])[CH:19]=1)([CH3:17])[CH3:16].CN(C(ON1N=NC2C=CC=NC1=2)=[N+](C)C)C.F[P-](F)(F)(F)(F)F.CCN(CC)CC. Product: [Br:1][C:2]1[CH:7]=[CH:6][C:5]([CH2:8][C:9]([NH:23][C:20]2[CH:19]=[C:18]([C:15]([CH3:17])([CH3:16])[C:14]([F:24])([F:13])[F:25])[O:22][N:21]=2)=[O:11])=[C:4]([F:12])[CH:3]=1. The catalyst class is: 2. (9) Reactant: [CH3:1][C:2]1(SC)[CH:8]2[CH:6]([CH2:7]2)[C:5](=[O:9])[CH2:4][C:3]1=[O:10]. Product: [CH3:1][C:2]1[C:3](=[O:10])[CH2:4][C:5](=[O:9])[CH2:6][CH2:7][CH:8]=1. The catalyst class is: 94. (10) Reactant: Cl.[NH2:2][CH:3]([C:9](=[O:20])[C:10]1[CH:15]=[CH:14][C:13]([C:16]([F:19])([F:18])[F:17])=[CH:12][CH:11]=1)[C:4]([O:6][CH2:7][CH3:8])=[O:5].BrC1SC(Br)=C(Cl)N=1.[BH4-].[Na+]. Product: [NH2:2][CH:3]([CH:9]([OH:20])[C:10]1[CH:15]=[CH:14][C:13]([C:16]([F:17])([F:18])[F:19])=[CH:12][CH:11]=1)[C:4]([O:6][CH2:7][CH3:8])=[O:5]. The catalyst class is: 5.